From a dataset of Forward reaction prediction with 1.9M reactions from USPTO patents (1976-2016). Predict the product of the given reaction. (1) Given the reactants O1[C:5]2([CH2:10][CH2:9][CH:8]([N:11]3[C:16](=[O:17])[C:15]([CH2:18][C:19]4[CH:24]=[CH:23][C:22]([C:25]5[C:26]([C:31]#[N:32])=[CH:27][CH:28]=[CH:29][CH:30]=5)=[CH:21][CH:20]=4)=[C:14]([CH2:33][CH2:34][CH3:35])[N:13]4[N:36]=[CH:37][CH:38]=[C:12]34)[CH2:7][CH2:6]2)[O:4]CC1.Cl.[OH-].[Na+], predict the reaction product. The product is: [OH:4][C@H:5]1[CH2:6][CH2:7][C@H:8]([N:11]2[C:16](=[O:17])[C:15]([CH2:18][C:19]3[CH:24]=[CH:23][C:22]([C:25]4[C:26]([C:31]#[N:32])=[CH:27][CH:28]=[CH:29][CH:30]=4)=[CH:21][CH:20]=3)=[C:14]([CH2:33][CH2:34][CH3:35])[N:13]3[N:36]=[CH:37][CH:38]=[C:12]23)[CH2:9][CH2:10]1. (2) Given the reactants [CH2:1]([C:3]1[C:8](=[O:9])[NH:7][C:6]([CH3:10])=[C:5]([C:11]2[S:15][C:14]([S:16]([Cl:19])(=[O:18])=[O:17])=[CH:13][CH:12]=2)[CH:4]=1)[CH3:2].[N:20]1([CH2:26][CH2:27][O:28][CH2:29][CH2:30][OH:31])[CH2:25][CH2:24][NH:23][CH2:22][CH2:21]1, predict the reaction product. The product is: [ClH:19].[CH2:1]([C:3]1[C:8](=[O:9])[NH:7][C:6]([CH3:10])=[C:5]([C:11]2[S:15][C:14]([S:16]([N:23]3[CH2:22][CH2:21][N:20]([CH2:26][CH2:27][O:28][CH2:29][CH2:30][OH:31])[CH2:25][CH2:24]3)(=[O:18])=[O:17])=[CH:13][CH:12]=2)[CH:4]=1)[CH3:2]. (3) Given the reactants [C:1]([C:3]1[CH:12]=[CH:11][C:6]([C:7]([O:9]C)=[O:8])=[CH:5][C:4]=1[O:13][CH3:14])#[N:2].[OH-].[Na+], predict the reaction product. The product is: [C:1]([C:3]1[CH:12]=[CH:11][C:6]([C:7]([OH:9])=[O:8])=[CH:5][C:4]=1[O:13][CH3:14])#[N:2]. (4) Given the reactants [Cl:1][C:2]1[CH:7]=[CH:6][CH:5]=[C:4]([Cl:8])[C:3]=1[NH:9][C:10]([NH:12][C:13]1[S:14][C:15]([C:25]2[CH:26]=[N:27][N:28]([CH3:30])[CH:29]=2)=[CH:16][C:17]=1[C:18]([O:20]C(C)(C)C)=[O:19])=[O:11].C(O)(C(F)(F)F)=O, predict the reaction product. The product is: [Cl:1][C:2]1[CH:7]=[CH:6][CH:5]=[C:4]([Cl:8])[C:3]=1[NH:9][C:10]([NH:12][C:13]1[S:14][C:15]([C:25]2[CH:26]=[N:27][N:28]([CH3:30])[CH:29]=2)=[CH:16][C:17]=1[C:18]([OH:20])=[O:19])=[O:11]. (5) The product is: [CH3:34][O:33][N:32]([CH3:31])[C:12]([CH:10]1[CH2:9][N:8]([C:6]([O:5][C:1]([CH3:2])([CH3:3])[CH3:4])=[O:7])[CH2:11]1)=[O:14]. Given the reactants [C:1]([O:5][C:6]([N:8]1[CH2:11][CH:10]([C:12]([OH:14])=O)[CH2:9]1)=[O:7])([CH3:4])([CH3:3])[CH3:2].C1(N=C=NC2CCCCC2)CCCCC1.Cl.[CH3:31][NH:32][O:33][CH3:34].C(N(CC)CC)C, predict the reaction product.